From a dataset of CYP2C19 inhibition data for predicting drug metabolism from PubChem BioAssay. Regression/Classification. Given a drug SMILES string, predict its absorption, distribution, metabolism, or excretion properties. Task type varies by dataset: regression for continuous measurements (e.g., permeability, clearance, half-life) or binary classification for categorical outcomes (e.g., BBB penetration, CYP inhibition). Dataset: cyp2c19_veith. (1) The compound is CC(=O)N1CCC2(CCCN(Cc3ccccc3)C2)CC1. The result is 0 (non-inhibitor). (2) The drug is O=C1N/C(=C\c2ccc(N3CCOCC3)c(F)c2)C(=O)N1Cc1ccccc1. The result is 1 (inhibitor). (3) The drug is CCCC[C@@H]1C[C@H]1C(NC(=O)c1ccco1)c1ccccc1. The result is 1 (inhibitor).